From a dataset of Forward reaction prediction with 1.9M reactions from USPTO patents (1976-2016). Predict the product of the given reaction. (1) Given the reactants Cl.[NH2:2][CH2:3][C:4](=O)[CH2:5][CH2:6][CH2:7][C:8]([OH:10])=[O:9].[OH-].[Na+].[C:14]([O:20][CH2:21][CH3:22])(=[O:19])[CH2:15][C:16]([CH3:18])=O.C([O-])([O-])=O.[Na+].[Na+], predict the reaction product. The product is: [CH2:21]([O:20][C:14]([C:15]1[C:4]([CH2:5][CH2:6][CH2:7][C:8]([OH:10])=[O:9])=[CH:3][NH:2][C:16]=1[CH3:18])=[O:19])[CH3:22]. (2) Given the reactants [F:1][C:2]1[CH:3]=[CH:4][C:5]([CH3:34])=[C:6]([CH:33]=1)[CH2:7][NH:8][C:9]([C@@H:11]1[C:15]([CH3:17])([CH3:16])[S:14][CH2:13][N:12]1[C:18](=[O:32])[C@@H:19]([OH:31])[C@@H:20]([NH2:30])[CH2:21][C:22]1[CH:27]=[CH:26][C:25]([O:28][CH3:29])=[CH:24][CH:23]=1)=[O:10].C([O:38][C:39]1[C:40]([CH3:48])=[C:41]([CH:45]=[CH:46][CH:47]=1)[C:42](O)=[O:43])(=O)C, predict the reaction product. The product is: [F:1][C:2]1[CH:3]=[CH:4][C:5]([CH3:34])=[C:6]([CH:33]=1)[CH2:7][NH:8][C:9]([C@@H:11]1[C:15]([CH3:17])([CH3:16])[S:14][CH2:13][N:12]1[C:18](=[O:32])[C@@H:19]([OH:31])[C@@H:20]([NH:30][C:42](=[O:43])[C:41]1[CH:45]=[CH:46][CH:47]=[C:39]([OH:38])[C:40]=1[CH3:48])[CH2:21][C:22]1[CH:23]=[CH:24][C:25]([O:28][CH3:29])=[CH:26][CH:27]=1)=[O:10]. (3) The product is: [CH3:1][CH:2]1[C:11]2[C:6](=[CH:7][CH:8]=[CH:9][CH:10]=2)[CH:5]([C:12]2[CH:17]=[CH:16][C:15]([C:18]([F:21])([F:19])[F:20])=[CH:14][CH:13]=2)[NH:4][CH2:3]1. Given the reactants [CH3:1][CH:2]1[C:11]2[C:6](=[CH:7][CH:8]=[CH:9][CH:10]=2)[C:5]([C:12]2[CH:17]=[CH:16][C:15]([C:18]([F:21])([F:20])[F:19])=[CH:14][CH:13]=2)=[N:4][CH2:3]1.[BH4-].[Na+], predict the reaction product. (4) Given the reactants [CH2:1]=[CH:2][C:3]1[CH2:23][S:22][C@@H:6]2[C@H:7]([NH:10][C:11](/[C:13](/[C:16]3[N:20]=[C:19]([NH2:21])[S:18][CH:17]=3)=[N:14]\[OH:15])=[O:12])[C:8](=[O:9])[N:5]2[C:4]=1[C:24]([OH:26])=[O:25].O.C(O)[C@H]1O[C@H](O[C@]2(CO)O[C@H](CO)[C@@H](O)[C@@H]2O)[C@H](O)[C@@H](O)[C@@H]1O.[Al], predict the reaction product. The product is: [CH2:1]=[CH:2][C:3]1[CH2:23][S:22][C@@H:6]2[C@H:7]([NH:10][C:11](/[C:13](/[C:16]3[N:20]=[C:19]([NH2:21])[S:18][CH:17]=3)=[N:14]\[OH:15])=[O:12])[C:8](=[O:9])[N:5]2[C:4]=1[C:24]([OH:26])=[O:25]. (5) The product is: [CH3:16][C:13]1[N:14]=[CH:15][C:10]([C:8]#[C:9][C:24]2[C:32]3[NH:31][C:30]4[CH2:33][CH:34]5[CH2:38][CH:37]([C:29]=4[C:28]=3[CH:27]=[CH:26][CH:25]=2)[NH:36][CH2:35]5)=[CH:11][CH:12]=1. Given the reactants C(N(CC)CC)C.[C:8]([C:10]1[CH:11]=[CH:12][C:13]([CH3:16])=[N:14][CH:15]=1)#[CH:9].S([O-])([O-])(=O)=O.[Mg+2].Br[C:24]1[C:32]2[NH:31][C:30]3[CH2:33][CH:34]4[CH2:38][CH:37]([C:29]=3[C:28]=2[CH:27]=[CH:26][CH:25]=1)[NH:36][CH2:35]4, predict the reaction product.